From a dataset of Catalyst prediction with 721,799 reactions and 888 catalyst types from USPTO. Predict which catalyst facilitates the given reaction. (1) Reactant: [CH3:1][O:2][C:3]1[CH:4]=[C:5]([CH:26]=[C:27]([O:31][CH3:32])[C:28]=1[O:29][CH3:30])[C:6]([N:8]1[CH2:12][CH2:11][C:10]([C:20]2[CH:25]=[CH:24][CH:23]=[CH:22][CH:21]=2)([CH2:13][CH2:14]OS(C)(=O)=O)[CH2:9]1)=[O:7].[CH2:33]([O:35][CH2:36][CH2:37][N:38]1[C:42]2[CH:43]=[CH:44][CH:45]=[CH:46][C:41]=2[N:40]=[C:39]1[N:47]1[CH2:53][CH2:52][CH2:51][NH:50][CH2:49][CH2:48]1)[CH3:34].C(N(CC)C(C)C)(C)C.ClCCl. Product: [CH3:32][O:31][C:27]1[CH:26]=[C:5]([CH:4]=[C:3]([O:2][CH3:1])[C:28]=1[O:29][CH3:30])[C:6]([N:8]1[CH2:12][CH2:11][C:10]([CH2:13][CH2:14][N:50]2[CH2:51][CH2:52][CH2:53][N:47]([C:39]3[N:38]([CH2:37][CH2:36][O:35][CH2:33][CH3:34])[C:42]4[CH:43]=[CH:44][CH:45]=[CH:46][C:41]=4[N:40]=3)[CH2:48][CH2:49]2)([C:20]2[CH:25]=[CH:24][CH:23]=[CH:22][CH:21]=2)[CH2:9]1)=[O:7]. The catalyst class is: 382. (2) Reactant: Br[C:2]1[N:6]2[C:7]3[C:12]([N:13]=[C:14]([NH:15][CH2:16][CH:17]([CH3:19])[CH3:18])[C:5]2=[N:4][CH:3]=1)=[CH:11][CH:10]=[CH:9][CH:8]=3.[O:20]1[C:25]2[CH:26]=[CH:27][C:28](B(O)O)=[CH:29][C:24]=2[O:23][CH2:22][CH2:21]1.C([O-])([O-])=O.[K+].[K+]. Product: [O:20]1[C:25]2[CH:26]=[CH:27][C:28]([C:2]3[N:6]4[C:7]5[C:12]([N:13]=[C:14]([NH:15][CH2:16][CH:17]([CH3:19])[CH3:18])[C:5]4=[N:4][CH:3]=3)=[CH:11][CH:10]=[CH:9][CH:8]=5)=[CH:29][C:24]=2[O:23][CH2:22][CH2:21]1. The catalyst class is: 140. (3) Reactant: [H-].[Al+3].[Li+].[H-].[H-].[H-].C([O:14][C:15](=O)[C:16]1[C:21]([O:22][CH3:23])=[CH:20][CH:19]=[CH:18][C:17]=1[O:24][CH2:25][C:26]1[CH:31]=[CH:30][CH:29]=[CH:28][CH:27]=1)C1C=CC=CC=1.C(OCC)(=O)C.[C@H](O)(C([O-])=O)[C@@H](O)C([O-])=O.[Na+].[K+]. Product: [CH2:25]([O:24][C:17]1[CH:18]=[CH:19][CH:20]=[C:21]([O:22][CH3:23])[C:16]=1[CH2:15][OH:14])[C:26]1[CH:27]=[CH:28][CH:29]=[CH:30][CH:31]=1. The catalyst class is: 28. (4) Reactant: [C:1]([C:4]1[CH:5]=[C:6]([N:10]2[C:14](=[O:15])[C@@H:13]([CH2:16]C(O)=O)[S:12][C@H:11]2[C:20]2[CH:25]=[CH:24][C:23]([C:26]#[C:27][C:28]3[CH:33]=[CH:32][CH:31]=[CH:30][CH:29]=3)=[CH:22][CH:21]=2)[CH:7]=[CH:8][CH:9]=1)(=[O:3])[NH2:2].C([N:36]([CH:40](C)C)C(C)C)C.P(N=[N+]=[N-])(OC1C=CC=CC=1)(OC1C=CC=CC=1)=[O:44].[CH3:62][C:63]([OH:66])([CH3:65])[CH3:64]. Product: [C:63]([O:66][C:40](=[O:44])[NH:36][CH2:16][C@H:13]1[S:12][C@@H:11]([C:20]2[CH:21]=[CH:22][C:23]([C:26]#[C:27][C:28]3[CH:29]=[CH:30][CH:31]=[CH:32][CH:33]=3)=[CH:24][CH:25]=2)[N:10]([C:6]2[CH:7]=[CH:8][CH:9]=[C:4]([C:1](=[O:3])[NH2:2])[CH:5]=2)[C:14]1=[O:15])([CH3:65])([CH3:64])[CH3:62]. The catalyst class is: 11.